Dataset: Full USPTO retrosynthesis dataset with 1.9M reactions from patents (1976-2016). Task: Predict the reactants needed to synthesize the given product. (1) Given the product [NH2:35][CH:27]1[CH2:28][CH2:29][CH:24]([N:8]2[C:4]3[N:5]=[CH:6][N:7]=[C:2]([NH2:1])[C:3]=3[C:10]([C:11]3[CH:12]=[CH:13][C:14]([O:17][C:18]4[CH:23]=[CH:22][CH:21]=[CH:20][CH:19]=4)=[CH:15][CH:16]=3)=[CH:9]2)[CH2:25][CH2:26]1, predict the reactants needed to synthesize it. The reactants are: [NH2:1][C:2]1[C:3]2[C:10]([C:11]3[CH:16]=[CH:15][C:14]([O:17][C:18]4[CH:23]=[CH:22][CH:21]=[CH:20][CH:19]=4)=[CH:13][CH:12]=3)=[CH:9][N:8]([CH:24]3[CH2:29][CH2:28][C:27](=O)[CH2:26][CH2:25]3)[C:4]=2[N:5]=[CH:6][N:7]=1.C([O-])(=O)C.[NH4+:35]. (2) Given the product [F:22][C:2]([F:1])([F:21])[O:3][C:4]1[CH:20]=[CH:19][C:7]([CH2:8][C:9]2[O:13][N:12]=[C:11]([C:14]([OH:16])=[O:15])[CH:10]=2)=[CH:6][CH:5]=1, predict the reactants needed to synthesize it. The reactants are: [F:1][C:2]([F:22])([F:21])[O:3][C:4]1[CH:20]=[CH:19][C:7]([CH2:8][C:9]2[O:13][N:12]=[C:11]([C:14]([O:16]CC)=[O:15])[CH:10]=2)=[CH:6][CH:5]=1.C(O)C.[OH-].[Na+]. (3) Given the product [Cl-:25].[C:19]1([C:12]2([C:10]([O:9][C@@H:3]3[CH:4]4[CH2:7][CH2:8][N+:1]([CH2:26][C:27](=[O:28])[NH:29][C:30]5[CH:31]=[N:32][CH:33]=[N:34][CH:35]=5)([CH2:6][CH2:5]4)[CH2:2]3)=[O:11])[CH2:18][CH2:17][CH2:16][CH2:15][CH2:14][CH2:13]2)[CH:20]=[CH:21][CH:22]=[CH:23][CH:24]=1, predict the reactants needed to synthesize it. The reactants are: [N:1]12[CH2:8][CH2:7][CH:4]([CH2:5][CH2:6]1)[C@@H:3]([O:9][C:10]([C:12]1([C:19]3[CH:24]=[CH:23][CH:22]=[CH:21][CH:20]=3)[CH2:18][CH2:17][CH2:16][CH2:15][CH2:14][CH2:13]1)=[O:11])[CH2:2]2.[Cl:25][CH2:26][C:27]([NH:29][C:30]1[CH:31]=[N:32][CH:33]=[N:34][CH:35]=1)=[O:28]. (4) Given the product [Br:6][C:7]1[CH:23]=[CH:22][C:10]2[CH:11]([OH:21])[C:12]3[CH:19]=[C:18]([OH:20])[CH:17]=[CH:16][C:13]=3[O:14][CH2:15][C:9]=2[CH:8]=1, predict the reactants needed to synthesize it. The reactants are: O1CCCC1.[Br:6][C:7]1[CH:23]=[CH:22][C:10]2[C:11](=[O:21])[C:12]3[CH:19]=[C:18]([OH:20])[CH:17]=[CH:16][C:13]=3[O:14][CH2:15][C:9]=2[CH:8]=1.[BH4-].[Na+].